Task: Predict which catalyst facilitates the given reaction.. Dataset: Catalyst prediction with 721,799 reactions and 888 catalyst types from USPTO (1) Reactant: [CH3:1][Si]([N-][Si](C)(C)C)(C)C.[Na+].[Cl:11][C:12]1[CH:17]=[C:16]([Cl:18])[CH:15]=[CH:14][C:13]=1[C:19]1[N:20]2[N:27]=[C:26]([CH3:28])[C:25]([C:29](=O)[CH2:30][CH2:31][CH3:32])=[C:21]2[O:22][C:23]=1[CH3:24]. Product: [Cl:11][C:12]1[CH:17]=[C:16]([Cl:18])[CH:15]=[CH:14][C:13]=1[C:19]1[N:20]2[N:27]=[C:26]([CH3:28])[C:25]([C:29](=[CH2:1])[CH2:30][CH2:31][CH3:32])=[C:21]2[O:22][C:23]=1[CH3:24]. The catalyst class is: 307. (2) Reactant: CN(C(ON1N=NC2C=CC=NC1=2)=[N+](C)C)C.F[P-](F)(F)(F)(F)F.[NH2:25][C:26]1[C:27]([C:36]([OH:38])=O)=[CH:28][C:29]2[C:34]([CH:35]=1)=[CH:33][CH:32]=[CH:31][CH:30]=2.[N:39]1([C:49]([O:51][C:52]([CH3:55])([CH3:54])[CH3:53])=[O:50])[CH2:44][CH2:43][NH:42][C@H:41]([C:45]([O:47][CH3:48])=[O:46])[CH2:40]1.C(N(C(C)C)CC)(C)C. Product: [NH2:25][C:26]1[C:27]([C:36]([N:42]2[CH2:43][CH2:44][N:39]([C:49]([O:51][C:52]([CH3:53])([CH3:54])[CH3:55])=[O:50])[CH2:40][C@H:41]2[C:45]([O:47][CH3:48])=[O:46])=[O:38])=[CH:28][C:29]2[C:34]([CH:35]=1)=[CH:33][CH:32]=[CH:31][CH:30]=2. The catalyst class is: 3. (3) Reactant: C(=O)([O-])[O-].[K+].[K+].[C:7]([C:10]1[S:41][C:13]2[N:14]=[CH:15][N:16]=[C:17]([NH:18][C:19]3[CH:39]=[CH:38][C:37]([F:40])=[CH:36][C:20]=3[O:21][C@@H:22]3[CH2:26][N:25]([S:27]([CH3:30])(=[O:29])=[O:28])[C@H:24]([CH2:31][O:32]C(=O)C)[CH2:23]3)[C:12]=2[C:11]=1[CH3:42])(=[O:9])[NH2:8].OS([O-])(=O)=O.[K+]. Product: [F:40][C:37]1[CH:38]=[CH:39][C:19]([NH:18][C:17]2[C:12]3[C:11]([CH3:42])=[C:10]([C:7]([NH2:8])=[O:9])[S:41][C:13]=3[N:14]=[CH:15][N:16]=2)=[C:20]([O:21][C@H:22]2[CH2:23][C@@H:24]([CH2:31][OH:32])[N:25]([S:27]([CH3:30])(=[O:29])=[O:28])[CH2:26]2)[CH:36]=1. The catalyst class is: 92. (4) Reactant: [CH:1]([C:5]1[CH:10]=[CH:9][CH:8]=[CH:7][C:6]=1[OH:11])([CH2:3][CH3:4])[CH3:2].[C:12](O)(=O)/[CH:13]=[CH:14]/[CH3:15].C1(P(C2C=CC=CC=2)C2C=CC=CC=2)C=CC=CC=1.N(C(OC(C)C)=O)=NC(OC(C)C)=O. Product: [CH2:12]([O:11][C:6]1[CH:7]=[CH:8][CH:9]=[CH:10][C:5]=1[CH:1]([CH2:3][CH3:4])[CH3:2])[CH:13]=[CH:14][CH3:15]. The catalyst class is: 27.